From a dataset of NCI-60 drug combinations with 297,098 pairs across 59 cell lines. Regression. Given two drug SMILES strings and cell line genomic features, predict the synergy score measuring deviation from expected non-interaction effect. Drug 1: C1CC(C1)(C(=O)O)C(=O)O.[NH2-].[NH2-].[Pt+2]. Drug 2: C(CN)CNCCSP(=O)(O)O. Cell line: UO-31. Synergy scores: CSS=0.306, Synergy_ZIP=0.254, Synergy_Bliss=1.17, Synergy_Loewe=-2.77, Synergy_HSA=-0.795.